This data is from Full USPTO retrosynthesis dataset with 1.9M reactions from patents (1976-2016). The task is: Predict the reactants needed to synthesize the given product. (1) The reactants are: [NH:1]1[C:5]2[CH:6]=[CH:7][CH:8]=[CH:9][C:4]=2[N:3]=[C:2]1[CH2:10][N:11]1[C:16](=[O:17])[C:15]([CH2:18][C:19]2[CH:24]=[CH:23][C:22]([C:25]3[C:26]([C:31]#[N:32])=[CH:27][CH:28]=[CH:29][CH:30]=3)=[CH:21][CH:20]=2)=[C:14]([CH2:33][CH2:34][CH2:35][CH3:36])[N:13]=[C:12]1[CH3:37].IC.[C:40](=O)([O-])[O-].[K+].[K+].CN(C)C=O. Given the product [CH2:33]([C:14]1[N:13]=[C:12]([CH3:37])[N:11]([CH2:10][C:2]2[N:3]([CH3:40])[C:4]3[CH:9]=[CH:8][CH:7]=[CH:6][C:5]=3[N:1]=2)[C:16](=[O:17])[C:15]=1[CH2:18][C:19]1[CH:24]=[CH:23][C:22]([C:25]2[C:26]([C:31]#[N:32])=[CH:27][CH:28]=[CH:29][CH:30]=2)=[CH:21][CH:20]=1)[CH2:34][CH2:35][CH3:36], predict the reactants needed to synthesize it. (2) The reactants are: [Cl:1][C:2]1[CH:3]=[C:4](B2OC(C)(C)C(C)(C)O2)[CH:5]=[C:6]2[C:11]=1[N:10]([CH3:12])[C:9](=[O:13])[CH2:8][CH2:7]2.Br[C:24]1[C:33]2[CH2:32][CH2:31][CH2:30][CH:29]([NH:34][S:35]([CH2:38][CH3:39])(=[O:37])=[O:36])[C:28]=2[CH:27]=[N:26][CH:25]=1. Given the product [Cl:1][C:2]1[CH:3]=[C:4]([C:24]2[C:33]3[CH2:32][CH2:31][CH2:30][CH:29]([NH:34][S:35]([CH2:38][CH3:39])(=[O:37])=[O:36])[C:28]=3[CH:27]=[N:26][CH:25]=2)[CH:5]=[C:6]2[C:11]=1[N:10]([CH3:12])[C:9](=[O:13])[CH2:8][CH2:7]2, predict the reactants needed to synthesize it. (3) Given the product [CH:13]([C@@H:12]([CH2:38][C:37]1[CH:40]=[CH:41][C:34]([C:30]([CH3:33])([CH3:32])[CH3:31])=[CH:35][CH:36]=1)[C:11]([N:17]1[C@H:21]([CH2:22][C:23]2[CH:28]=[CH:27][CH:26]=[CH:25][CH:24]=2)[CH2:20][O:19][C:18]1=[O:29])=[O:16])([CH3:15])[CH3:14], predict the reactants needed to synthesize it. The reactants are: C[Si](C)(C)[N-][Si](C)(C)C.[Li+].[C:11]([N:17]1[C@H:21]([CH2:22][C:23]2[CH:28]=[CH:27][CH:26]=[CH:25][CH:24]=2)[CH2:20][O:19][C:18]1=[O:29])(=[O:16])[CH2:12][CH:13]([CH3:15])[CH3:14].[C:30]([C:34]1[CH:41]=[CH:40][C:37]([CH2:38]Br)=[CH:36][CH:35]=1)([CH3:33])([CH3:32])[CH3:31].[Cl-].[NH4+]. (4) Given the product [ClH:1].[NH:2]1[CH2:6][CH2:5][CH:4]([CH2:7][N:8]2[CH:12]=[CH:11][N:10]=[N:20]2)[CH2:3]1, predict the reactants needed to synthesize it. The reactants are: [ClH:1].[NH:2]1[CH2:6][CH2:5][CH:4]([CH2:7][N:8]2[CH:12]=[CH:11][N:10]=C2)[CH2:3]1.C(OC([N:20]1CCC(COS(C)(=O)=O)C1)=O)(C)(C)C.N1C=CN=N1. (5) Given the product [F:1][C:2]1[CH:3]=[CH:4][C:5]([CH2:6][N:7]2[CH2:8][CH:9]3[NH:14][CH:12]([CH2:11][CH2:10]3)[CH2:13]2)=[CH:16][CH:17]=1, predict the reactants needed to synthesize it. The reactants are: [F:1][C:2]1[CH:17]=[CH:16][C:5]([CH2:6][N:7]2[CH2:13][CH:12]3[NH:14][CH:9]([CH2:10][CH2:11]3)[C:8]2=O)=[CH:4][CH:3]=1.[H-].[Al+3].[Li+].[H-].[H-].[H-]. (6) Given the product [Si:48]([O:55][C:56]1[CH:57]=[C:58]2[C:63](=[CH:64][CH:65]=1)[CH2:62][CH:61]([C:66]1[CH:71]=[CH:70][C:69]([O:72][CH3:73])=[CH:68][C:67]=1[N:74]([CH2:75][CH3:76])[CH2:33][C:32]1[CH:36]=[CH:37][C:38]([O:39][CH2:40][CH2:41][N:42]3[CH2:47][CH2:46][CH2:45][CH2:44][CH2:43]3)=[C:30]([F:29])[CH:31]=1)[CH2:60][CH2:59]2)([C:51]([CH3:54])([CH3:53])[CH3:52])([CH3:50])[CH3:49], predict the reactants needed to synthesize it. The reactants are: [Si](OC1C=C2C(=CC=1)CC(C1C=CC(OC)=CC=1N)CC2)(C(C)(C)C)(C)C.Cl.[F:29][C:30]1[CH:31]=[C:32]([CH:36]=[CH:37][C:38]=1[O:39][CH2:40][CH2:41][N:42]1[CH2:47][CH2:46][CH2:45][CH2:44][CH2:43]1)[C:33](Cl)=O.[Si:48]([O:55][C:56]1[CH:57]=[C:58]2[C:63](=[CH:64][CH:65]=1)[CH2:62][CH:61]([C:66]1[CH:71]=[CH:70][C:69]([O:72][CH3:73])=[CH:68][C:67]=1[NH:74][CH2:75][C:76]1C=CC(OCCN3CCCCC3)=C(F)C=1)[CH2:60][CH2:59]2)([C:51]([CH3:54])([CH3:53])[CH3:52])([CH3:50])[CH3:49]. (7) The reactants are: [CH2:1]([O:8][C:9]1[CH:14]=[CH:13][N:12]([CH2:15][C:16]2[CH:21]=[CH:20][C:19]([CH3:22])=[CH:18][CH:17]=2)[C:11](=[O:23])[CH:10]=1)[C:2]1[CH:7]=[CH:6][CH:5]=[CH:4][CH:3]=1.C([O-])(=O)C.[Na+].[Br:29]Br.O. Given the product [CH2:1]([O:8][C:9]1[CH:14]=[CH:13][N:12]([CH2:15][C:16]2[CH:17]=[CH:18][C:19]([CH3:22])=[CH:20][CH:21]=2)[C:11](=[O:23])[C:10]=1[Br:29])[C:2]1[CH:3]=[CH:4][CH:5]=[CH:6][CH:7]=1, predict the reactants needed to synthesize it.